This data is from Reaction yield outcomes from USPTO patents with 853,638 reactions. The task is: Predict the reaction yield, written as a fraction of the theoretical maximum amount of product (1.0 means a 100% yield; for example, 0.34 means a 34% yield). The reactants are [CH3:1][S:2]([C:5]1[CH:10]=[C:9]([CH2:11][NH:12]C(=O)OC(C)(C)C)[CH:8]=[CH:7][N:6]=1)(=[O:4])=[O:3].[ClH:20]. The catalyst is CC(O)C. The product is [ClH:20].[CH3:1][S:2]([C:5]1[CH:10]=[C:9]([CH2:11][NH2:12])[CH:8]=[CH:7][N:6]=1)(=[O:4])=[O:3]. The yield is 0.920.